This data is from Full USPTO retrosynthesis dataset with 1.9M reactions from patents (1976-2016). The task is: Predict the reactants needed to synthesize the given product. (1) Given the product [NH2:1][CH:2]1[CH2:7][CH2:6][CH:5]([NH:8][C:9]2[N:17]=[C:16]3[C:12]([N:13]=[CH:14][N:15]3[CH:18]3[CH2:22][CH2:21][CH2:20][CH2:19]3)=[C:11]([NH:23][CH2:24][C:25]3[CH:26]=[N:27][C:28]([C:35]4[CH:36]=[CH:37][CH:38]=[CH:39][C:34]=4[NH2:33])=[CH:29][CH:30]=3)[N:10]=2)[CH2:4][CH2:3]1, predict the reactants needed to synthesize it. The reactants are: [NH2:1][CH:2]1[CH2:7][CH2:6][CH:5]([NH:8][C:9]2[N:17]=[C:16]3[C:12]([N:13]=[CH:14][N:15]3[CH:18]3[CH2:22][CH2:21][CH2:20][CH2:19]3)=[C:11]([NH:23][CH2:24][C:25]3[CH:26]=[N:27][C:28](Br)=[CH:29][CH:30]=3)[N:10]=2)[CH2:4][CH2:3]1.Cl.[NH2:33][C:34]1[CH:39]=[CH:38][CH:37]=[CH:36][C:35]=1B(O)O.C1(P(C2C=CC=CC=2)C2C=CC=CC=2)C=CC=CC=1.C(=O)([O-])[O-].[Na+].[Na+]. (2) Given the product [N+:12]([C:15]1[CH:16]=[CH:17][C:18]([S:21]([NH:11][C:8]2[CH:9]=[CH:10][C:5]([NH:4][C:1](=[O:3])[CH3:2])=[N:6][CH:7]=2)(=[O:23])=[O:22])=[CH:19][CH:20]=1)([O-:14])=[O:13], predict the reactants needed to synthesize it. The reactants are: [C:1]([NH:4][C:5]1[CH:10]=[CH:9][C:8]([NH2:11])=[CH:7][N:6]=1)(=[O:3])[CH3:2].[N+:12]([C:15]1[CH:20]=[CH:19][C:18]([S:21](Cl)(=[O:23])=[O:22])=[CH:17][CH:16]=1)([O-:14])=[O:13].C(N(CC)CC)C.[OH-].[Na+]. (3) Given the product [ClH:25].[Br:18][C:7]1[CH:6]=[C:5]2[C:10]([C:11]([NH:12][CH2:13][C:14]([OH:16])([CH3:15])[CH3:17])=[C:2]([NH:1][C:23](=[O:24])[CH2:22][O:21][CH2:19][CH3:20])[CH:3]=[N:4]2)=[N:9][CH:8]=1, predict the reactants needed to synthesize it. The reactants are: [NH2:1][C:2]1[CH:3]=[N:4][C:5]2[C:10]([C:11]=1[NH:12][CH2:13][C:14]([CH3:17])([OH:16])[CH3:15])=[N:9][CH:8]=[C:7]([Br:18])[CH:6]=2.[CH2:19]([O:21][CH2:22][C:23]([Cl:25])=[O:24])[CH3:20]. (4) Given the product [CH2:8]([Si:23]([CH3:34])([CH3:33])[C:17]1[CH:22]=[CH:21][CH:20]=[CH:19][CH:18]=1)[CH:9]=[CH:10][C:11]1[CH:12]=[CH:13][CH:14]=[CH:15][CH:16]=1, predict the reactants needed to synthesize it. The reactants are: C1(O[CH2:8]/[CH:9]=[CH:10]/[C:11]2[CH:16]=[CH:15][CH:14]=[CH:13][CH:12]=2)C=CC=CC=1.[C:17]1([Si:23]([CH3:34])([CH3:33])[Si:23]([CH3:34])([CH3:33])[C:17]2[CH:22]=[CH:21][CH:20]=[CH:19][CH:18]=2)[CH:22]=[CH:21][CH:20]=[CH:19][CH:18]=1.CCN(CC)CC. (5) Given the product [OH2:3].[ClH:6].[NH2:8][CH2:9][CH2:10][S:11]([C:14]1[CH:23]=[C:22]([C:24]2[CH:29]=[CH:28][C:27]([OH:30])=[CH:26][CH:25]=2)[CH:21]=[C:20]2[C:15]=1[CH:16]=[CH:17][N:18]=[CH:19]2)(=[O:12])=[O:13].[NH2:8][CH2:9][CH2:10][S:11]([C:14]1[CH:23]=[C:22]([C:24]2[CH:29]=[CH:28][C:27]([OH:30])=[CH:26][CH:25]=2)[CH:21]=[C:20]2[C:15]=1[CH:16]=[CH:17][N:18]=[CH:19]2)(=[O:12])=[O:13].[ClH:6], predict the reactants needed to synthesize it. The reactants are: C([OH:3])C.[OH-].[Na+].[ClH:6].Cl.[NH2:8][CH2:9][CH2:10][S:11]([C:14]1[CH:23]=[C:22]([C:24]2[CH:29]=[CH:28][C:27]([OH:30])=[CH:26][CH:25]=2)[CH:21]=[C:20]2[C:15]=1[CH:16]=[CH:17][N:18]=[CH:19]2)(=[O:13])=[O:12].C. (6) Given the product [Br:11][C:8]1[CH:9]=[C:10]2[C:5](=[CH:6][CH:7]=1)[NH:4][N:3]=[CH:2]2, predict the reactants needed to synthesize it. The reactants are: N[C:2]1[C:10]2[C:5](=[CH:6][CH:7]=[C:8]([Br:11])[CH:9]=2)[NH:4][N:3]=1.[PH2](O)=O.N(OCC(C)C)=O. (7) Given the product [CH3:10][O:11][C:12]1[CH:17]=[CH:16][C:15]([C:18]2[NH:9][C:5]3[C:6]([CH:19]=2)=[CH:7][CH:8]=[C:3]([O:2][CH3:1])[CH:4]=3)=[CH:14][C:13]=1[N+:22]([O-:24])=[O:23], predict the reactants needed to synthesize it. The reactants are: [CH3:1][O:2][C:3]1[CH:8]=[CH:7][CH:6]=[C:5]([NH2:9])[CH:4]=1.[CH3:10][O:11][C:12]1[CH:17]=[CH:16][C:15]([C:18](=O)[CH2:19]Br)=[CH:14][C:13]=1[N+:22]([O-:24])=[O:23].O. (8) Given the product [OH:16][CH:12]1[C:13]2[C:9](=[CH:8][C:7]([C:6]3[N:2]([CH3:1])[C:3]([C:17]#[N:18])=[CH:4][CH:5]=3)=[CH:15][CH:14]=2)[CH2:10][CH2:11]1, predict the reactants needed to synthesize it. The reactants are: [CH3:1][N:2]1[C:6]([C:7]2[CH:8]=[C:9]3[C:13](=[CH:14][CH:15]=2)[C:12](=[O:16])[CH2:11][CH2:10]3)=[CH:5][CH:4]=[C:3]1[C:17]#[N:18].[BH4-].[Na+]. (9) The reactants are: [Br:1][C:2]1[CH:3]=[C:4]([C:11]([OH:13])=O)[CH:5]=[C:6]([CH:10]=1)[C:7]([OH:9])=O.S(Cl)(Cl)=O.[Br:18][C:19]1[CH:25]=[CH:24][CH:23]=[CH:22][C:20]=1[NH2:21]. Given the product [Br:1][C:2]1[CH:10]=[C:6]([C:7]([NH:21][C:20]2[CH:22]=[CH:23][CH:24]=[CH:25][C:19]=2[Br:18])=[O:9])[CH:5]=[C:4]([CH:3]=1)[C:11]([NH:21][C:20]1[CH:22]=[CH:23][CH:24]=[CH:25][C:19]=1[Br:18])=[O:13], predict the reactants needed to synthesize it.